Dataset: Reaction yield outcomes from USPTO patents with 853,638 reactions. Task: Predict the reaction yield, written as a fraction of the theoretical maximum amount of product (1.0 means a 100% yield; for example, 0.34 means a 34% yield). (1) The reactants are [C:1]([O:5][C:6](=[O:33])[CH2:7][NH:8][CH2:9][C:10]1[CH:15]=[CH:14][C:13]([C:16]2[CH:17]=[N:18][C:19]([CH2:22][C:23]3[CH:28]=[CH:27][C:26]([O:29][CH2:30][CH2:31]Cl)=[CH:25][CH:24]=3)=[N:20][CH:21]=2)=[CH:12][CH:11]=1)([CH3:4])([CH3:3])[CH3:2].[I-].[Na+].[O:36]1[CH2:40][CH2:39][CH2:38][CH:37]1[C:41]([N:43]1[CH2:48][CH2:47][NH:46][CH2:45][CH2:44]1)=[O:42]. The catalyst is CN(C=O)C. The product is [C:1]([O:5][C:6](=[O:33])[CH2:7][NH:8][CH2:9][C:10]1[CH:15]=[CH:14][C:13]([C:16]2[CH:17]=[N:18][C:19]([CH2:22][C:23]3[CH:28]=[CH:27][C:26]([O:29][CH2:30][CH2:31][N:46]4[CH2:47][CH2:48][N:43]([C:41]([CH:37]5[CH2:38][CH2:39][CH2:40][O:36]5)=[O:42])[CH2:44][CH2:45]4)=[CH:25][CH:24]=3)=[N:20][CH:21]=2)=[CH:12][CH:11]=1)([CH3:4])([CH3:3])[CH3:2]. The yield is 0.510. (2) The reactants are [OH:1][C:2]1[CH:24]=[CH:23][C:22](I)=[CH:21][C:3]=1[C:4]([NH:6][C:7]1[CH:12]=[C:11]([C:13]([F:16])([F:15])[F:14])[CH:10]=[C:9]([C:17]([F:20])([F:19])[F:18])[CH:8]=1)=[O:5].OB(O)[C:28]1[CH:33]=[CH:32][CH:31]=[CH:30][CH:29]=1.C(=O)([O-])[O-].[Na+].[Na+].Cl. The catalyst is COCCOC.C1C=CC([P]([Pd]([P](C2C=CC=CC=2)(C2C=CC=CC=2)C2C=CC=CC=2)([P](C2C=CC=CC=2)(C2C=CC=CC=2)C2C=CC=CC=2)[P](C2C=CC=CC=2)(C2C=CC=CC=2)C2C=CC=CC=2)(C2C=CC=CC=2)C2C=CC=CC=2)=CC=1. The product is [OH:1][C:2]1[CH:24]=[CH:23][C:22]([C:28]2[CH:33]=[CH:32][CH:31]=[CH:30][CH:29]=2)=[CH:21][C:3]=1[C:4]([NH:6][C:7]1[CH:12]=[C:11]([C:13]([F:16])([F:15])[F:14])[CH:10]=[C:9]([C:17]([F:20])([F:19])[F:18])[CH:8]=1)=[O:5]. The yield is 0.611.